Dataset: NCI-60 drug combinations with 297,098 pairs across 59 cell lines. Task: Regression. Given two drug SMILES strings and cell line genomic features, predict the synergy score measuring deviation from expected non-interaction effect. (1) Drug 1: CN1C(=O)N2C=NC(=C2N=N1)C(=O)N. Cell line: SK-OV-3. Drug 2: CC=C1C(=O)NC(C(=O)OC2CC(=O)NC(C(=O)NC(CSSCCC=C2)C(=O)N1)C(C)C)C(C)C. Synergy scores: CSS=18.3, Synergy_ZIP=2.39, Synergy_Bliss=3.52, Synergy_Loewe=-46.0, Synergy_HSA=1.54. (2) Drug 1: COC1=C(C=C2C(=C1)N=CN=C2NC3=CC(=C(C=C3)F)Cl)OCCCN4CCOCC4. Drug 2: CC1C(C(CC(O1)OC2CC(CC3=C2C(=C4C(=C3O)C(=O)C5=C(C4=O)C(=CC=C5)OC)O)(C(=O)CO)O)N)O.Cl. Cell line: T-47D. Synergy scores: CSS=45.1, Synergy_ZIP=4.94, Synergy_Bliss=4.82, Synergy_Loewe=-2.79, Synergy_HSA=6.95. (3) Drug 1: CC1C(C(CC(O1)OC2CC(OC(C2O)C)OC3=CC4=CC5=C(C(=O)C(C(C5)C(C(=O)C(C(C)O)O)OC)OC6CC(C(C(O6)C)O)OC7CC(C(C(O7)C)O)OC8CC(C(C(O8)C)O)(C)O)C(=C4C(=C3C)O)O)O)O. Drug 2: COC1=C2C(=CC3=C1OC=C3)C=CC(=O)O2. Cell line: SF-539. Synergy scores: CSS=13.7, Synergy_ZIP=3.75, Synergy_Bliss=4.98, Synergy_Loewe=-24.9, Synergy_HSA=0.240.